This data is from Reaction yield outcomes from USPTO patents with 853,638 reactions. The task is: Predict the reaction yield, written as a fraction of the theoretical maximum amount of product (1.0 means a 100% yield; for example, 0.34 means a 34% yield). (1) The reactants are [CH3:1][N:2]([CH3:18])[C:3](=O)[C@@H:4]1[CH2:8][CH2:7][CH2:6][N:5]1[C:9]([C:11]1[CH:16]=[CH:15][CH:14]=[CH:13][CH:12]=1)=O.[H-].[H-].[H-].[H-].[Li+].[Al+3]. The catalyst is C1COCC1. The product is [CH3:1][N:2]([CH3:18])[CH2:3][C@@H:4]1[CH2:8][CH2:7][CH2:6][N:5]1[CH2:9][C:11]1[CH:16]=[CH:15][CH:14]=[CH:13][CH:12]=1. The yield is 0.940. (2) The reactants are [Cl:1][C:2]1[CH:23]=[C:22]([Cl:24])[CH:21]=[CH:20][C:3]=1[O:4][C:5]1[CH:19]=[CH:18][CH:17]=[CH:16][C:6]=1[C:7]([NH:9][CH:10]1[CH2:15][CH2:14][NH:13][CH2:12][CH2:11]1)=[O:8].C(N(CC)CC)C.[C:32](Cl)(=[O:37])[CH2:33][CH:34]([CH3:36])[CH3:35]. The catalyst is C(Cl)Cl. The product is [Cl:1][C:2]1[CH:23]=[C:22]([Cl:24])[CH:21]=[CH:20][C:3]=1[O:4][C:5]1[CH:19]=[CH:18][CH:17]=[CH:16][C:6]=1[C:7]([NH:9][CH:10]1[CH2:15][CH2:14][N:13]([C:32](=[O:37])[CH2:33][CH:34]([CH3:36])[CH3:35])[CH2:12][CH2:11]1)=[O:8]. The yield is 0.790. (3) The reactants are [OH:1][C:2]1([CH2:13][OH:14])[CH2:5][N:4](C(OC(C)(C)C)=O)[CH2:3]1.[F:15][C:16]([F:21])([F:20])[C:17]([OH:19])=[O:18]. The catalyst is ClCCl. The product is [F:15][C:16]([F:21])([F:20])[C:17]([OH:19])=[O:18].[OH:14][CH2:13][C:2]1([OH:1])[CH2:5][NH:4][CH2:3]1. The yield is 0.990. (4) The reactants are N([CH2:3]NC(N)=O)=O.[OH-].[K+].[Cl:10][C:11]1[N:19]=[CH:18][CH:17]=[C:16]([Cl:20])[C:12]=1[C:13]([OH:15])=[O:14]. The catalyst is C(OCC)C.CO. The product is [Cl:10][C:11]1[N:19]=[CH:18][CH:17]=[C:16]([Cl:20])[C:12]=1[C:13]([O:15][CH3:3])=[O:14]. The yield is 0.990.